From a dataset of Catalyst prediction with 721,799 reactions and 888 catalyst types from USPTO. Predict which catalyst facilitates the given reaction. (1) Product: [CH3:19][C:8]([C:10]1[CH:11]=[CH:12][C:13]([NH2:16])=[CH:14][CH:15]=1)([CH:5]1[CH2:4][CH2:3][N:2]([CH3:1])[CH2:7][CH2:6]1)[CH3:9]. The catalyst class is: 50. Reactant: [CH3:1][N:2]1[CH2:7][CH:6]=[C:5]([C:8]([CH3:19])([C:10]2[CH:15]=[CH:14][C:13]([N+:16]([O-])=O)=[CH:12][CH:11]=2)[CH3:9])[CH2:4][CH2:3]1. (2) Reactant: [CH2:1]([CH:4]1[CH2:9][CH2:8][C:7]([C:11]2[CH:16]=[CH:15][CH:14]=[C:13]([F:17])[CH:12]=2)(O)[CH2:6][CH2:5]1)[CH2:2][CH3:3].C1(C)C=CC(S(O)(=O)=O)=CC=1.C1(C)C=CC=CC=1. Product: [CH2:1]([C:4]1[CH2:9][CH2:8][CH:7]([C:11]2[CH:16]=[CH:15][CH:14]=[C:13]([F:17])[CH:12]=2)[CH2:6][CH:5]=1)[CH2:2][CH3:3]. The catalyst class is: 6. (3) Reactant: ClCl.Cl.CN(C)CCCN=C=NCC.[NH2:15][CH2:16][CH2:17][CH2:18][N:19]1[CH2:24][CH2:23][CH:22]([CH2:25][C:26]2[CH:31]=[CH:30][CH:29]=[CH:28][CH:27]=2)[CH2:21][CH2:20]1.Cl.CCOCC. Product: [CH2:25]([CH:22]1[CH2:21][CH2:20][N:19]([CH2:18][CH2:17][C:16]#[N:15])[CH2:24][CH2:23]1)[C:26]1[CH:31]=[CH:30][CH:29]=[CH:28][CH:27]=1. The catalyst class is: 79.